From a dataset of Full USPTO retrosynthesis dataset with 1.9M reactions from patents (1976-2016). Predict the reactants needed to synthesize the given product. Given the product [Cl:8][C:6]1[N:5]=[CH:4][N:3]=[C:2]([NH:10][CH3:9])[CH:7]=1, predict the reactants needed to synthesize it. The reactants are: Cl[C:2]1[CH:7]=[C:6]([Cl:8])[N:5]=[CH:4][N:3]=1.[CH3:9][NH2:10].C(O)C.O.